Dataset: Catalyst prediction with 721,799 reactions and 888 catalyst types from USPTO. Task: Predict which catalyst facilitates the given reaction. Reactant: [Cl:1][C:2]1[CH:7]=[CH:6][CH:5]=[C:4]([CH2:8][CH2:9][CH2:10]O)[C:3]=1[OH:12].C1(P(C2C=CC=CC=2)C2C=CC=CC=2)C=CC=CC=1. Product: [Cl:1][C:2]1[C:3]2[O:12][CH2:10][CH2:9][CH2:8][C:4]=2[CH:5]=[CH:6][CH:7]=1. The catalyst class is: 1.